This data is from Catalyst prediction with 721,799 reactions and 888 catalyst types from USPTO. The task is: Predict which catalyst facilitates the given reaction. (1) Reactant: [NH2:1][C:2]1[C:11]([Br:12])=[CH:10][C:9]([C:13]([OH:15])=O)=[C:8]2[C:3]=1[CH2:4][CH2:5][CH2:6][O:7]2.[NH2:16][CH2:17][CH:18]1[CH2:23][CH2:22][N:21]([C:24]([O:26][C:27]([CH3:30])([CH3:29])[CH3:28])=[O:25])[CH2:20][CH2:19]1.Cl.C(N=C=NCCCN(C)C)C. Product: [NH2:1][C:2]1[C:11]([Br:12])=[CH:10][C:9]([C:13]([NH:16][CH2:17][CH:18]2[CH2:23][CH2:22][N:21]([C:24]([O:26][C:27]([CH3:30])([CH3:29])[CH3:28])=[O:25])[CH2:20][CH2:19]2)=[O:15])=[C:8]2[C:3]=1[CH2:4][CH2:5][CH2:6][O:7]2. The catalyst class is: 154. (2) Reactant: ClC(Cl)(O[C:5](=[O:11])OC(Cl)(Cl)Cl)Cl.[NH2:13][C:14]1[CH:19]=[CH:18][C:17]([C:20]2[CH:25]=[CH:24][C:23]([C:26]([F:29])([F:28])[F:27])=[CH:22][CH:21]=2)=[CH:16][C:15]=1[CH2:30][NH:31][CH2:32][CH2:33][O:34][Si](C(C)(C)C)(C)C.C(=O)([O-])[O-].[K+].[K+]. Product: [OH:34][CH2:33][CH2:32][N:31]1[CH2:30][C:15]2[C:14](=[CH:19][CH:18]=[C:17]([C:20]3[CH:25]=[CH:24][C:23]([C:26]([F:27])([F:28])[F:29])=[CH:22][CH:21]=3)[CH:16]=2)[NH:13][C:5]1=[O:11]. The catalyst class is: 30.